This data is from Full USPTO retrosynthesis dataset with 1.9M reactions from patents (1976-2016). The task is: Predict the reactants needed to synthesize the given product. Given the product [CH2:15]([S:17][C:18]1[CH:26]=[CH:25][CH:24]=[CH:23][C:19]=1[C:20]1[N:2]([CH3:1])[C:3]2[C:8]([NH2:9])=[CH:7][C:6]([C:10]([F:11])([F:12])[F:13])=[CH:5][C:4]=2[N:14]=1)[CH3:16], predict the reactants needed to synthesize it. The reactants are: [CH3:1][NH:2][C:3]1[C:8]([NH2:9])=[CH:7][C:6]([C:10]([F:13])([F:12])[F:11])=[CH:5][C:4]=1[NH2:14].[CH2:15]([S:17][C:18]1[CH:26]=[CH:25][CH:24]=[CH:23][C:19]=1[C:20](O)=O)[CH3:16].N1C=CC=CC=1.Cl.C(N=C=NCCCN(C)C)C.